From a dataset of Catalyst prediction with 721,799 reactions and 888 catalyst types from USPTO. Predict which catalyst facilitates the given reaction. (1) Reactant: C(OC(C1C=C(C2C=CC(C[S:19][CH2:20][CH2:21][OH:22])=CC=2)C=CC=1)=O)C.[CH2:23]([O:25][C:26]([C:28]1[C:29]([C:34]2[CH:39]=[CH:38][CH:37]=[C:36]([CH2:40]Br)[CH:35]=2)=[CH:30][CH:31]=[CH:32][CH:33]=1)=[O:27])[CH3:24].SCCO.C(=O)([O-])[O-].[K+].[K+]. Product: [CH2:23]([O:25][C:26]([C:28]1[C:29]([C:34]2[CH:39]=[CH:38][CH:37]=[C:36]([CH2:40][S:19][CH2:20][CH2:21][OH:22])[CH:35]=2)=[CH:30][CH:31]=[CH:32][CH:33]=1)=[O:27])[CH3:24]. The catalyst class is: 3. (2) Reactant: C([O:5][C:6]([CH2:8][N:9]1[C:14](=[O:15])[C:13]([NH:16]C(=O)C2C=CC=CC=2)=[CH:12][N:11]=[C:10]1[C:25]1[CH:30]=[CH:29][CH:28]=[CH:27][CH:26]=1)=[O:7])(C)(C)C.CO.[OH-].[Na+]. Product: [NH2:16][C:13]1[C:14](=[O:15])[N:9]([CH2:8][C:6]([OH:7])=[O:5])[C:10]([C:25]2[CH:30]=[CH:29][CH:28]=[CH:27][CH:26]=2)=[N:11][CH:12]=1. The catalyst class is: 6. (3) The catalyst class is: 77. Product: [N+:11]([C:8]1[CH:9]=[C:10]2[C:5](=[CH:6][CH:7]=1)[NH:4][N:3]=[C:2]2[C:22]1[CH2:27][CH2:26][N:25]([C:28]([O:30][C:31]([CH3:34])([CH3:33])[CH3:32])=[O:29])[CH2:24][CH:23]=1)([O-:13])=[O:12]. Reactant: Br[C:2]1[C:10]2[C:5](=[CH:6][CH:7]=[C:8]([N+:11]([O-:13])=[O:12])[CH:9]=2)[NH:4][N:3]=1.CC1(C)C(C)(C)OB([C:22]2[CH2:27][CH2:26][N:25]([C:28]([O:30][C:31]([CH3:34])([CH3:33])[CH3:32])=[O:29])[CH2:24][CH:23]=2)O1.C([O-])([O-])=O.[Na+].[Na+]. (4) Reactant: [Li+].[CH3:2]C([N-]C(C)C)C.C1([CH:15]2[C:23]3[C:18](=[CH:19][CH:20]=[CH:21][CH:22]=3)[C:17](=[O:24])[CH2:16]2)C=CC=CC=1.IC. Product: [CH3:2][CH:16]1[CH2:15][C:23]2[C:18](=[CH:19][CH:20]=[CH:21][CH:22]=2)[C:17]1=[O:24]. The catalyst class is: 1. (5) Reactant: Cl.[NH2:2][OH:3].[OH-].[K+].[N:6]1[CH:11]=[CH:10][CH:9]=[C:8]([CH2:12][O:13][C:14]([NH:16][C:17]2[S:18][CH:19]=[C:20]([CH2:22][C:23]([NH:25][CH2:26][CH2:27][CH2:28][CH2:29][CH2:30][C:31]([O:33]C)=O)=[O:24])[N:21]=2)=[O:15])[CH:7]=1.O. Product: [N:6]1[CH:11]=[CH:10][CH:9]=[C:8]([CH2:12][O:13][C:14](=[O:15])[NH:16][C:17]2[S:18][CH:19]=[C:20]([CH2:22][C:23]([NH:25][CH2:26][CH2:27][CH2:28][CH2:29][CH2:30][C:31]([NH:2][OH:3])=[O:33])=[O:24])[N:21]=2)[CH:7]=1. The catalyst class is: 467. (6) Reactant: C([O:3][C:4]([C:6]1([CH3:20])[CH2:11][CH2:10][N:9]([C:12](=[O:19])[C:13]2[CH:18]=[CH:17][CH:16]=[CH:15][CH:14]=2)[CH2:8][CH2:7]1)=[O:5])C.[OH-].[Na+]. Product: [C:12]([N:9]1[CH2:8][CH2:7][C:6]([CH3:20])([C:4]([OH:5])=[O:3])[CH2:11][CH2:10]1)(=[O:19])[C:13]1[CH:18]=[CH:17][CH:16]=[CH:15][CH:14]=1. The catalyst class is: 8. (7) Reactant: [OH:1][C:2]1[CH:3]=[C:4]([C:8]2[CH:13]=[CH:12][C:11]([C:14]([NH2:16])=[O:15])=[CH:10][CH:9]=2)[CH:5]=[CH:6][CH:7]=1.[Br:17][CH2:18][CH2:19][Cl:20].C(=O)([O-])[O-].[K+].[K+]. Product: [Cl:20][CH2:19][CH2:18][O:1][C:2]1[CH:3]=[C:4]([C:8]2[CH:13]=[CH:12][C:11]([C:14]([NH2:16])=[O:15])=[CH:10][CH:9]=2)[CH:5]=[CH:6][CH:7]=1.[Br:17][CH2:18][CH2:19][O:1][C:2]1[CH:3]=[C:4]([C:8]2[CH:13]=[CH:12][C:11]([C:14]([NH2:16])=[O:15])=[CH:10][CH:9]=2)[CH:5]=[CH:6][CH:7]=1. The catalyst class is: 815.